This data is from Catalyst prediction with 721,799 reactions and 888 catalyst types from USPTO. The task is: Predict which catalyst facilitates the given reaction. (1) Reactant: [C:1]([C:4]1[C:8]([Cl:9])=[C:7]([C:10]([O:12]C)=[O:11])[NH:6][N:5]=1)(=[O:3])[CH3:2].[OH-].[Li+].S(=O)(=O)(O)[O-].[K+]. Product: [C:1]([C:4]1[C:8]([Cl:9])=[C:7]([C:10]([OH:12])=[O:11])[NH:6][N:5]=1)(=[O:3])[CH3:2]. The catalyst class is: 20. (2) Reactant: C1(N[CH:8]2[CH2:13][CH2:12][CH2:11][CH2:10][CH2:9]2)CCCCC1.[C:14]([O:18][C:19]([NH:21][C@@H:22]([CH2:26][CH2:27][NH:28][C:29]([O:31][C:32]([CH3:35])([CH3:34])[CH3:33])=[O:30])[C:23]([OH:25])=O)=[O:20])([CH3:17])([CH3:16])[CH3:15].[ClH:36].CN(C)CCCN=C=NCC.O.ON1C2C=CC=CC=2N=N1.C(N(CC)C(C)C)(C)C.FC(F)(F)C(O)=O.[NH2:75][C@H:76]([C:78]([O:80][CH2:81][CH2:82][O:83][C:84]1[CH:89]=[CH:88][C:87]([C:90]2[C:95]([C:96]#[N:97])=[C:94]([N:98]3[CH2:102][CH2:101][CH2:100][CH2:99]3)[N:93]=[C:92]([S:103][CH2:104][C:105]3[N:106]=[C:107](C4C=CC(Cl)=CC=4)[S:108][CH:109]=3)[C:91]=2[C:117]#[N:118])=[CH:86][CH:85]=1)=[O:79])[CH3:77]. Product: [C:14]([O:18][C:19]([NH:21][C@@H:22]([CH2:26][CH2:27][NH:28][C:29]([O:31][C:32]([CH3:35])([CH3:34])[CH3:33])=[O:30])[C:23]([NH:75][C@H:76]([C:78]([O:80][CH2:81][CH2:82][O:83][C:84]1[CH:89]=[CH:88][C:87]([C:90]2[C:95]([C:96]#[N:97])=[C:94]([N:98]3[CH2:99][CH2:100][CH2:101][CH2:102]3)[N:93]=[C:92]([S:103][CH2:104][C:105]3[N:106]=[C:107]([C:8]4[CH:9]=[CH:10][C:11]([Cl:36])=[CH:12][CH:13]=4)[S:108][CH:109]=3)[C:91]=2[C:117]#[N:118])=[CH:86][CH:85]=1)=[O:79])[CH3:77])=[O:25])=[O:20])([CH3:15])([CH3:16])[CH3:17]. The catalyst class is: 3. (3) Reactant: Br[C:2]1[CH:7]=[C:6]([Br:8])[CH:5]=[C:4](Br)[C:3]=1I.[C:11]1([Mg]Br)[CH:16]=[CH:15][CH:14]=[CH:13][CH:12]=1.Cl. Product: [C:11]1([C:4]2[CH:5]=[C:6]([Br:8])[CH:7]=[C:2]([C:2]3[CH:7]=[CH:6][CH:5]=[CH:4][CH:3]=3)[CH:3]=2)[CH:16]=[CH:15][CH:14]=[CH:13][CH:12]=1. The catalyst class is: 7.